This data is from Forward reaction prediction with 1.9M reactions from USPTO patents (1976-2016). The task is: Predict the product of the given reaction. (1) Given the reactants [C:1]([NH:8][C@H:9]([C:11](N)=O)[CH3:10])([O:3][C:4]([CH3:7])([CH3:6])[CH3:5])=[O:2].F[B-](F)(F)F.C([O+](CC)CC)C.[F:26][C:27]1[CH:28]=[C:29]([NH:34][C:35]2[CH:40]=[CH:39][N:38]=[CH:37][CH:36]=2)[C:30]([NH2:33])=[CH:31][CH:32]=1, predict the reaction product. The product is: [C:4]([O:3][C:1](=[O:2])[NH:8][CH:9]([C:10]1[N:34]([C:35]2[CH:36]=[CH:37][N:38]=[CH:39][CH:40]=2)[C:29]2[CH:28]=[C:27]([F:26])[CH:32]=[CH:31][C:30]=2[N:33]=1)[CH3:11])([CH3:7])([CH3:6])[CH3:5]. (2) Given the reactants [OH-].[K+].[CH:3]1([O:8][C:9]2[C:10]([CH3:19])=[N:11][CH:12]=[C:13]([CH:18]=2)[C:14]([O:16]C)=[S:15])[CH2:7][CH2:6][CH2:5][CH2:4]1, predict the reaction product. The product is: [CH:3]1([O:8][C:9]2[C:10]([CH3:19])=[N:11][CH:12]=[C:13]([CH:18]=2)[C:14]([OH:16])=[S:15])[CH2:4][CH2:5][CH2:6][CH2:7]1. (3) Given the reactants [CH3:1][C:2]1([CH3:9])[O:6][CH:5]([CH2:7][OH:8])[CH2:4][O:3]1.[H-].[Na+].[CH:12]1[CH:17]=[CH:16][C:15]([CH2:18]Br)=[CH:14][CH:13]=1, predict the reaction product. The product is: [CH2:18]([O:8][CH2:7][CH:5]1[CH2:4][O:3][C:2]([CH3:9])([CH3:1])[O:6]1)[C:15]1[CH:16]=[CH:17][CH:12]=[CH:13][CH:14]=1. (4) The product is: [CH3:1][NH:2][C:3]([C@@H:5]1[CH2:9][CH2:8][CH2:7][C@@H:6]1[NH:10][C:11]1[C:16]([Cl:17])=[CH:15][N:14]=[C:13]([NH:19][C:20]2[C:36]([O:37][CH3:38])=[CH:35][C:23]3[CH2:24][CH2:25][N:26]([CH2:29][C:30](=[O:31])[N:32]([CH3:33])[CH3:34])[CH2:27][CH2:28][C:22]=3[CH:21]=2)[N:12]=1)=[O:4]. Given the reactants [CH3:1][NH:2][C:3]([C@@H:5]1[CH2:9][CH2:8][CH2:7][C@@H:6]1[NH:10][C:11]1[C:16]([Cl:17])=[CH:15][N:14]=[C:13](Cl)[N:12]=1)=[O:4].[NH2:19][C:20]1[C:36]([O:37][CH3:38])=[CH:35][C:23]2[CH2:24][CH2:25][N:26]([CH2:29][C:30]([N:32]([CH3:34])[CH3:33])=[O:31])[CH2:27][CH2:28][C:22]=2[CH:21]=1.C12(CS(O)(=O)=O)C(C)(C)C(CC1)CC2=O, predict the reaction product. (5) The product is: [O:31]1[C:35]2[CH:36]=[CH:37][CH:38]=[CH:39][C:34]=2[N:33]=[C:32]1[C:40]1[CH:41]=[N:42][N:43]2[C:14](=[O:16])[CH:13]=[C:12]([C:8]3[CH:7]=[C:6]4[C:11](=[CH:10][CH:9]=3)[N:3]([CH2:1][CH3:2])[N:4]=[CH:5]4)[NH:45][C:44]=12. Given the reactants [CH2:1]([N:3]1[C:11]2[C:6](=[CH:7][C:8]([C:12](=O)[CH2:13][C:14]([O:16]CC)=O)=[CH:9][CH:10]=2)[CH:5]=[N:4]1)[CH3:2].CC1C=CC(S(O)(=O)=O)=CC=1.[O:31]1[C:35]2[CH:36]=[CH:37][CH:38]=[CH:39][C:34]=2[N:33]=[C:32]1[C:40]1[CH:41]=[N:42][NH:43][C:44]=1[NH2:45], predict the reaction product.